This data is from HIV replication inhibition screening data with 41,000+ compounds from the AIDS Antiviral Screen. The task is: Binary Classification. Given a drug SMILES string, predict its activity (active/inactive) in a high-throughput screening assay against a specified biological target. (1) The drug is O=[N+]([O-])c1cccc2c(O)nc3nccnc3c12. The result is 0 (inactive). (2) The molecule is CC(C)CC(=O)NC(C(=O)NC(C(=O)NC(CC(C)C)C(O)CC(=O)NC(C)C(=O)NC(CC(C)C)C(O)CC(=O)O)C(C)C)C(C)C. The result is 1 (active). (3) The drug is COC(=O)c1ccccc1NC(=O)C(=O)NNC(=O)c1ccncc1. The result is 0 (inactive). (4) The compound is O=[N+]([O-])c1c(F)c(F)c2c(c1F)N(CCCCCl)c1ccccc1S2. The result is 0 (inactive). (5) The drug is O=C(O)C(=Cc1ccccc1[N+](=O)[O-])c1cccs1. The result is 0 (inactive). (6) The molecule is CCOc1ccc(N=Nc2c(-c3ccccc3)nn(C(=O)CC(=O)Nc3ccccc3Cl)c2-c2ccccc2)cc1. The result is 0 (inactive).